From a dataset of Reaction yield outcomes from USPTO patents with 853,638 reactions. Predict the reaction yield, written as a fraction of the theoretical maximum amount of product (1.0 means a 100% yield; for example, 0.34 means a 34% yield). The reactants are [F:1][C:2]1[CH:3]=[C:4]([S:10]([NH2:13])(=[O:12])=[O:11])[CH:5]=[CH:6][C:7]=1[CH2:8][OH:9].[CH3:14][N:15]([CH3:18])[CH:16]=O.CO[CH:14](OC)[N:15]([CH3:18])[CH3:16]. The catalyst is CC#N. The product is [CH3:14][N:15]([CH:18]=[N:13][S:10]([C:4]1[CH:5]=[CH:6][C:7]([CH2:8][OH:9])=[C:2]([F:1])[CH:3]=1)(=[O:11])=[O:12])[CH3:16]. The yield is 0.860.